From a dataset of Full USPTO retrosynthesis dataset with 1.9M reactions from patents (1976-2016). Predict the reactants needed to synthesize the given product. (1) Given the product [Br:1][C:2]1[CH:3]=[C:4]([O:10][CH3:11])[CH:5]=[C:6]([O:8][CH3:9])[C:7]=1[CH:20]=[O:21], predict the reactants needed to synthesize it. The reactants are: [Br:1][C:2]1[CH:7]=[C:6]([O:8][CH3:9])[CH:5]=[C:4]([O:10][CH3:11])[CH:3]=1.O=P(Cl)(Cl)Cl.CN([CH:20]=[O:21])C. (2) Given the product [Cl:1][C:2]1[CH:11]=[CH:10][C:9]2[C:4](=[CH:5][CH:6]=[C:7]([O:12][CH2:22][C:21]3[CH:24]=[CH:25][CH:26]=[C:19]([O:18][CH3:17])[CH:20]=3)[CH:8]=2)[N:3]=1, predict the reactants needed to synthesize it. The reactants are: [Cl:1][C:2]1[CH:11]=[CH:10][C:9]2[C:4](=[CH:5][CH:6]=[C:7]([OH:12])[CH:8]=2)[N:3]=1.CC(C)=O.[CH3:17][O:18][C:19]1[CH:20]=[C:21]([CH:24]=[CH:25][CH:26]=1)[CH2:22]Br. (3) Given the product [CH2:21]([NH:24][C:9]1[N:10]=[C:5]([NH:4][CH2:1][CH:2]=[CH2:3])[C:6]2[S:14][CH:13]=[C:12]([C:15]3[CH:20]=[CH:19][CH:18]=[CH:17][CH:16]=3)[C:7]=2[N:8]=1)[CH:22]=[CH2:23], predict the reactants needed to synthesize it. The reactants are: [CH2:1]([NH:4][C:5]1[C:6]2[S:14][CH:13]=[C:12]([C:15]3[CH:20]=[CH:19][CH:18]=[CH:17][CH:16]=3)[C:7]=2[N:8]=[C:9](Cl)[N:10]=1)[CH:2]=[CH2:3].[CH2:21]([NH2:24])[CH:22]=[CH2:23].C(=O)([O-])O.[Na+]. (4) The reactants are: [CH:1]1([C:4]2[CH:9]=[CH:8][CH:7]=[C:6]([C:10]3[C:14]([C:15]4[CH:16]=[C:17]([C:22]5[CH:27]=[CH:26][C:25]([S:28]([CH3:31])(=[O:30])=[O:29])=[CH:24][CH:23]=5)[C:18]([F:21])=[CH:19][CH:20]=4)=[CH:13][N:12](COCC[Si](C)(C)C)[N:11]=3)[N:5]=2)[CH2:3][CH2:2]1.C1(C2C=CC=C(C3N(COCC[Si](C)(C)C)N=CC=3C3C=C(C4C=CC(S(C)(=O)=O)=CC=4)C(F)=CC=3)N=2)CC1. Given the product [CH:1]1([C:4]2[CH:9]=[CH:8][CH:7]=[C:6]([C:10]3[C:14]([C:15]4[CH:16]=[C:17]([C:22]5[CH:23]=[CH:24][C:25]([S:28]([CH3:31])(=[O:29])=[O:30])=[CH:26][CH:27]=5)[C:18]([F:21])=[CH:19][CH:20]=4)=[CH:13][NH:12][N:11]=3)[N:5]=2)[CH2:3][CH2:2]1, predict the reactants needed to synthesize it.